From a dataset of NCI-60 drug combinations with 297,098 pairs across 59 cell lines. Regression. Given two drug SMILES strings and cell line genomic features, predict the synergy score measuring deviation from expected non-interaction effect. (1) Drug 1: C1=CN(C(=O)N=C1N)C2C(C(C(O2)CO)O)O.Cl. Drug 2: C1=NC2=C(N=C(N=C2N1C3C(C(C(O3)CO)O)O)F)N. Cell line: OVCAR-5. Synergy scores: CSS=48.0, Synergy_ZIP=0.512, Synergy_Bliss=1.37, Synergy_Loewe=-23.8, Synergy_HSA=2.77. (2) Drug 1: C1=C(C(=O)NC(=O)N1)N(CCCl)CCCl. Drug 2: CCC(=C(C1=CC=CC=C1)C2=CC=C(C=C2)OCCN(C)C)C3=CC=CC=C3.C(C(=O)O)C(CC(=O)O)(C(=O)O)O. Cell line: A549. Synergy scores: CSS=39.8, Synergy_ZIP=5.67, Synergy_Bliss=5.95, Synergy_Loewe=3.02, Synergy_HSA=6.02. (3) Drug 1: CC1=C2C(C(=O)C3(C(CC4C(C3C(C(C2(C)C)(CC1OC(=O)C(C(C5=CC=CC=C5)NC(=O)OC(C)(C)C)O)O)OC(=O)C6=CC=CC=C6)(CO4)OC(=O)C)O)C)O. Drug 2: C1CN(P(=O)(OC1)NCCCl)CCCl. Cell line: NCIH23. Synergy scores: CSS=6.85, Synergy_ZIP=4.18, Synergy_Bliss=-1.50, Synergy_Loewe=3.40, Synergy_HSA=1.10. (4) Drug 1: C1=C(C(=O)NC(=O)N1)F. Drug 2: CC1CCC2CC(C(=CC=CC=CC(CC(C(=O)C(C(C(=CC(C(=O)CC(OC(=O)C3CCCCN3C(=O)C(=O)C1(O2)O)C(C)CC4CCC(C(C4)OC)OCCO)C)C)O)OC)C)C)C)OC. Cell line: NCI-H226. Synergy scores: CSS=22.3, Synergy_ZIP=1.08, Synergy_Bliss=0.536, Synergy_Loewe=5.53, Synergy_HSA=6.29. (5) Drug 1: C1C(C(OC1N2C=NC(=NC2=O)N)CO)O. Drug 2: CC12CCC3C(C1CCC2OP(=O)(O)O)CCC4=C3C=CC(=C4)OC(=O)N(CCCl)CCCl.[Na+]. Cell line: SF-295. Synergy scores: CSS=57.3, Synergy_ZIP=-0.397, Synergy_Bliss=1.57, Synergy_Loewe=1.76, Synergy_HSA=1.82. (6) Drug 1: CN1C(=O)N2C=NC(=C2N=N1)C(=O)N. Drug 2: CC(C)(C#N)C1=CC(=CC(=C1)CN2C=NC=N2)C(C)(C)C#N. Synergy scores: CSS=-2.82, Synergy_ZIP=2.24, Synergy_Bliss=0.0430, Synergy_Loewe=-3.87, Synergy_HSA=-4.54. Cell line: COLO 205.